From a dataset of Reaction yield outcomes from USPTO patents with 853,638 reactions. Predict the reaction yield, written as a fraction of the theoretical maximum amount of product (1.0 means a 100% yield; for example, 0.34 means a 34% yield). The reactants are [Cl:1][C:2]1[C:30]([Cl:31])=[CH:29][CH:28]=[CH:27][C:3]=1[CH2:4][N:5]1[C:9]2[CH:10]=[C:11]([N:18]3[CH2:23][CH2:22][O:21][CH2:20][CH2:19]3)[CH:12]=[C:13]([C:14]([O:16]C)=[O:15])[C:8]=2[N:7]=[C:6]1[CH:24]([F:26])[F:25].[Li+].[OH-]. The catalyst is C1COCC1. The product is [Cl:1][C:2]1[C:30]([Cl:31])=[CH:29][CH:28]=[CH:27][C:3]=1[CH2:4][N:5]1[C:9]2[CH:10]=[C:11]([N:18]3[CH2:23][CH2:22][O:21][CH2:20][CH2:19]3)[CH:12]=[C:13]([C:14]([OH:16])=[O:15])[C:8]=2[N:7]=[C:6]1[CH:24]([F:25])[F:26]. The yield is 0.460.